Dataset: Full USPTO retrosynthesis dataset with 1.9M reactions from patents (1976-2016). Task: Predict the reactants needed to synthesize the given product. (1) The reactants are: I[C:2]1[CH:7]=[CH:6][C:5]([O:8][CH3:9])=[CH:4][CH:3]=1.CCN(C(C)C)C(C)C.[CH2:19]([C:23]1[CH:28]=[CH:27][C:26]([CH2:29][C:30]([O:32][CH3:33])=[O:31])=[CH:25][CH:24]=1)[CH2:20][C:21]#[CH:22]. Given the product [CH3:9][O:8][C:5]1[CH:6]=[CH:7][C:2]([C:22]#[C:21][CH2:20][CH2:19][C:23]2[CH:28]=[CH:27][C:26]([CH2:29][C:30]([O:32][CH3:33])=[O:31])=[CH:25][CH:24]=2)=[CH:3][CH:4]=1, predict the reactants needed to synthesize it. (2) Given the product [CH3:21][O:20][C:17]1[CH:16]=[CH:15][C:14]([NH:12][C:10]2[C:9]3[C:4](=[CH:5][CH:6]=[CH:7][C:8]=3[CH3:23])[N:3]=[C:2]([NH2:22])[N:11]=2)=[CH:19][CH:18]=1, predict the reactants needed to synthesize it. The reactants are: Cl[C:2]1[N:11]=[C:10]([N:12]([C:14]2[CH:19]=[CH:18][C:17]([O:20][CH3:21])=[CH:16][CH:15]=2)C)[C:9]2[C:4](=[CH:5][CH:6]=[CH:7][CH:8]=2)[N:3]=1.[NH3:22].[CH3:23]O. (3) Given the product [NH2:26][C@H:27]1[CH2:32][CH2:31][C@H:30]([NH:33][C:5]2[CH:4]=[C:3]([C:9]3[N:10]=[C:11]([NH:18][CH2:19][CH:20]4[CH2:25][CH2:24][O:23][CH2:22][CH2:21]4)[C:12]([C:15]([NH2:17])=[O:16])=[N:13][CH:14]=3)[C:2]([Cl:1])=[CH:7][N:6]=2)[CH2:29][CH2:28]1, predict the reactants needed to synthesize it. The reactants are: [Cl:1][C:2]1[C:3]([C:9]2[N:10]=[C:11]([NH:18][CH2:19][CH:20]3[CH2:25][CH2:24][O:23][CH2:22][CH2:21]3)[C:12]([C:15]([NH2:17])=[O:16])=[N:13][CH:14]=2)=[CH:4][C:5](F)=[N:6][CH:7]=1.[NH2:26][CH:27]1[CH2:32][CH2:31][CH:30]([NH2:33])[CH2:29][CH2:28]1.